This data is from Forward reaction prediction with 1.9M reactions from USPTO patents (1976-2016). The task is: Predict the product of the given reaction. (1) Given the reactants [CH3:1][O:2][CH2:3][CH2:4][NH2:5].C[Al](C)C.[F:10][C:11]1[CH:16]=[CH:15][CH:14]=[C:13]([F:17])[C:12]=1[N:18]1[C:23]2[N:24]=[C:25]([NH:36][CH2:37][C:38](OC)=[O:39])[N:26]=[C:27]([C:28]3[CH:33]=[CH:32][C:31]([F:34])=[CH:30][C:29]=3[CH3:35])[C:22]=2[CH:21]=[CH:20][C:19]1=[O:42], predict the reaction product. The product is: [F:10][C:11]1[CH:16]=[CH:15][CH:14]=[C:13]([F:17])[C:12]=1[N:18]1[C:23]2[N:24]=[C:25]([NH:36][CH2:37][C:38]([NH:5][CH2:4][CH2:3][O:2][CH3:1])=[O:39])[N:26]=[C:27]([C:28]3[CH:33]=[CH:32][C:31]([F:34])=[CH:30][C:29]=3[CH3:35])[C:22]=2[CH:21]=[CH:20][C:19]1=[O:42]. (2) Given the reactants Br.[Br:2][C:3]1[CH:8]=[CH:7][C:6]([C:9]23[CH2:16][N:13]([CH2:14][CH2:15]2)[CH2:12][CH2:11][CH2:10]3)=[CH:5][N:4]=1.BrC1C=CC(C23CN(CC2)CC=C3)=CN=1, predict the reaction product. The product is: [Br:2][C:3]1[CH:8]=[CH:7][C:6]([C:9]23[CH2:16][N:13]([CH2:14][CH2:15]2)[CH2:12][CH2:11][CH2:10]3)=[CH:5][N:4]=1. (3) Given the reactants [NH:1]1[CH2:6][CH2:5][S:4][CH2:3][CH2:2]1.[CH:7]1([CH2:10][N:11]2[C:20]3[C:15](=[CH:16][C:17]([F:22])=[C:18](F)[CH:19]=3)[C:14](=[O:23])[C:13]([C:24]#[N:25])=[CH:12]2)[CH2:9][CH2:8]1, predict the reaction product. The product is: [CH:7]1([CH2:10][N:11]2[C:20]3[C:15](=[CH:16][C:17]([F:22])=[C:18]([N:1]4[CH2:6][CH2:5][S:4][CH2:3][CH2:2]4)[CH:19]=3)[C:14](=[O:23])[C:13]([C:24]#[N:25])=[CH:12]2)[CH2:8][CH2:9]1. (4) Given the reactants [Al+3].[Cl-].[Cl-].[Cl-].C[O:6][C:7](=[O:25])[C:8]1[CH:13]=[CH:12][C:11]([C:14](=O)[C:15]2[CH:20]=[CH:19][C:18]([O:21]C)=[C:17]([F:23])[CH:16]=2)=[CH:10][CH:9]=1.F[C:33]1[CH:34]=[C:35]([CH:39]=[CH:40][C:32]=1O)[C:36]([C:32]1[CH:40]=[CH:39][C:35]([C:36](O)=O)=[CH:34][CH:33]=1)=O.[CH3:45][O:46][C:47](=[O:64])[C:48]1[CH:53]=[CH:52][C:51]([C:54](=O)[C:55]2[CH:60]=[CH:59][C:58]([OH:61])=[C:57]([F:62])[CH:56]=2)=[CH:50][CH:49]=1.[C:65]1(=O)[CH2:71][CH2:70][CH2:69][CH2:68][CH2:67][CH2:66]1.C([O-])([O-])=O.[K+].[K+], predict the reaction product. The product is: [C:32]1(=[C:14]([C:15]2[CH:20]=[CH:19][C:18]([OH:21])=[C:17]([F:23])[CH:16]=2)[C:11]2[CH:12]=[CH:13][C:8]([C:7]([OH:6])=[O:25])=[CH:9][CH:10]=2)[CH2:33][CH2:34][CH2:36][CH2:35][CH2:39][CH2:40]1.[CH3:45][O:46][C:47](=[O:64])[C:48]1[CH:53]=[CH:52][C:51]([C:54](=[C:65]2[CH2:71][CH2:70][CH2:69][CH2:68][CH2:67][CH2:66]2)[C:55]2[CH:60]=[CH:59][C:58]([OH:61])=[C:57]([F:62])[CH:56]=2)=[CH:50][CH:49]=1. (5) Given the reactants [F:1][C:2]([F:32])([F:31])[C:3]1[CH:4]=[CH:5][C:6]([O:9][C:10]2[CH:11]=[C:12]([C:16](=[C:18]3[CH2:23][CH2:22][N:21](C(OC(C)(C)C)=O)[CH2:20][CH2:19]3)[CH3:17])[CH:13]=[CH:14][CH:15]=2)=[N:7][CH:8]=1.[C:33]([OH:39])([C:35]([F:38])([F:37])[F:36])=[O:34], predict the reaction product. The product is: [F:36][C:35]([F:38])([F:37])[C:33]([OH:39])=[O:34].[NH:21]1[CH2:22][CH2:23][C:18](=[C:16]([C:12]2[CH:11]=[C:10]([CH:15]=[CH:14][CH:13]=2)[O:9][C:6]2[CH:5]=[CH:4][C:3]([C:2]([F:32])([F:1])[F:31])=[CH:8][N:7]=2)[CH3:17])[CH2:19][CH2:20]1. (6) Given the reactants C(CCC1C=CC([C:12]2[C:13]([CH3:43])([CH3:42])[C@H:14]3[C@:27]([CH3:30])([CH2:28][CH:29]=2)[C@@H:26]2[C@:17]([CH3:41])([C@@:18]4([CH3:40])[C@H:23]([CH2:24][CH2:25]2)[C@H:22]2[C@H:31]([C:34]([CH3:36])=[CH2:35])[CH2:32][CH2:33][C@:21]2([C:37]([OH:39])=[O:38])[CH2:20][CH2:19]4)[CH2:16][CH2:15]3)=CC=1)(O)=O.B([C:47]1[CH:48]=[C:49](/[CH:53]=[CH:54]/[C:55]([OH:57])=[O:56])[CH:50]=[CH:51][CH:52]=1)(O)O.B(O)O, predict the reaction product. The product is: [C:55]([CH2:54][CH2:53][C:49]1[CH:48]=[C:47]([C:12]2[C:13]([CH3:43])([CH3:42])[C@H:14]3[C@:27]([CH3:30])([CH2:28][CH:29]=2)[C@@H:26]2[C@:17]([CH3:41])([C@@:18]4([CH3:40])[C@H:23]([CH2:24][CH2:25]2)[C@H:22]2[C@H:31]([C:34]([CH3:36])=[CH2:35])[CH2:32][CH2:33][C@:21]2([C:37]([OH:39])=[O:38])[CH2:20][CH2:19]4)[CH2:16][CH2:15]3)[CH:52]=[CH:51][CH:50]=1)([OH:57])=[O:56]. (7) Given the reactants [F:1][C:2]1[CH:8]=[CH:7][C:5]([NH2:6])=[CH:4][C:3]=1[C:9]([F:12])([F:11])[F:10].N1C=CC=CC=1.Cl[C:20](OC1C=CC=CC=1)=[O:21].[Cl:29][C:30]1[CH:36]=[C:35]([O:37][C:38]2[C:39]3[N:46]([CH3:47])[CH:45]=[CH:44][C:40]=3[N:41]=[CH:42][N:43]=2)[CH:34]=[CH:33][C:31]=1[NH2:32], predict the reaction product. The product is: [Cl:29][C:30]1[CH:36]=[C:35]([O:37][C:38]2[C:39]3[N:46]([CH3:47])[CH:45]=[CH:44][C:40]=3[N:41]=[CH:42][N:43]=2)[CH:34]=[CH:33][C:31]=1[NH:32][C:20]([NH:6][C:5]1[CH:7]=[CH:8][C:2]([F:1])=[C:3]([C:9]([F:10])([F:11])[F:12])[CH:4]=1)=[O:21]. (8) The product is: [F:26][C:27]1[CH:28]=[CH:29][C:30]([CH:31]([NH:32][C:33]2[CH:38]=[CH:37][N:36]=[C:35]([O:39][CH3:40])[CH:34]=2)[C:8]([C:10]2[C:18]3[C:13](=[CH:14][CH:15]=[CH:16][CH:17]=3)[NH:12][CH:11]=2)=[O:9])=[CH:41][CH:42]=1. Given the reactants C(N(CC)CC)C.[CH:8]([C:10]1[C:18]2[C:13](=[CH:14][CH:15]=[CH:16][CH:17]=2)[N:12](C(OC(C)(C)C)=O)[CH:11]=1)=[O:9].[F:26][C:27]1[CH:42]=[CH:41][C:30]([CH:31]=[N:32][C:33]2[CH:38]=[CH:37][N:36]=[C:35]([O:39][CH3:40])[CH:34]=2)=[CH:29][CH:28]=1, predict the reaction product.